This data is from NCI-60 drug combinations with 297,098 pairs across 59 cell lines. The task is: Regression. Given two drug SMILES strings and cell line genomic features, predict the synergy score measuring deviation from expected non-interaction effect. (1) Drug 1: CCCCCOC(=O)NC1=NC(=O)N(C=C1F)C2C(C(C(O2)C)O)O. Drug 2: CC12CCC3C(C1CCC2O)C(CC4=C3C=CC(=C4)O)CCCCCCCCCS(=O)CCCC(C(F)(F)F)(F)F. Cell line: HT29. Synergy scores: CSS=6.63, Synergy_ZIP=-0.633, Synergy_Bliss=1.18, Synergy_Loewe=-3.58, Synergy_HSA=-0.813. (2) Drug 1: CN(C)N=NC1=C(NC=N1)C(=O)N. Drug 2: C1=CN(C=N1)CC(O)(P(=O)(O)O)P(=O)(O)O. Cell line: MOLT-4. Synergy scores: CSS=17.6, Synergy_ZIP=-0.613, Synergy_Bliss=4.30, Synergy_Loewe=4.65, Synergy_HSA=5.21.